Task: Predict the product of the given reaction.. Dataset: Forward reaction prediction with 1.9M reactions from USPTO patents (1976-2016) (1) Given the reactants [CH3:1][C:2]1[CH:7]=[C:6]([C:8]2[C:13]([CH3:14])=[CH:12][C:11]([CH:15](C(OCC)=O)[C:16]([O:18]CC)=[O:17])=[CH:10][N:9]=2)[CH:5]=[CH:4][N:3]=1.[OH-].[Na+].Cl, predict the reaction product. The product is: [CH3:1][C:2]1[CH:7]=[C:6]([C:8]2[C:13]([CH3:14])=[CH:12][C:11]([CH2:15][C:16]([OH:18])=[O:17])=[CH:10][N:9]=2)[CH:5]=[CH:4][N:3]=1. (2) Given the reactants [C:1]1([C:7]2[N:12]=[CH:11][C:10]([C:13]([OH:15])=O)=[CH:9][N:8]=2)[CH:6]=[CH:5][CH:4]=[CH:3][CH:2]=1.ON1C2C=CC=CC=2N=N1.C1CCC(N=C=NC2CCCCC2)CC1.COC(=O)[CH2:44][CH2:45][C:46]1[C:47](=[O:54])[N:48]([NH2:53])[C:49](=[O:52])[NH:50][CH:51]=1.[CH2:56]([OH:63])C(N)(CO)CO.CN([CH:67]=[O:68])C, predict the reaction product. The product is: [CH3:67][O:68][C:56](=[O:63])[CH:45]([C:46]1[C:47](=[O:54])[N:48]([NH:53][C:13]([C:10]2[CH:11]=[N:12][C:7]([C:1]3[CH:2]=[CH:3][CH:4]=[CH:5][CH:6]=3)=[N:8][CH:9]=2)=[O:15])[C:49](=[O:52])[NH:50][CH:51]=1)[CH3:44]. (3) Given the reactants [C:1]([C:3]1[C:4]2[C:11]([O:12][CH3:13])=[CH:10][CH:9]=[CH:8][C:5]=2[S:6][CH:7]=1)#[CH:2].Br[C:15]1[CH:20]=[CH:19][C:18]([CH3:21])=[CH:17][CH:16]=1, predict the reaction product. The product is: [CH3:13][O:12][C:11]1[C:4]2[C:3]([C:1]#[C:2][C:15]3[CH:20]=[CH:19][C:18]([CH3:21])=[CH:17][CH:16]=3)=[CH:7][S:6][C:5]=2[CH:8]=[CH:9][CH:10]=1. (4) The product is: [NH2:35][C:28]1[C:29]2[C:34](=[CH:33][CH:32]=[CH:31][CH:30]=2)[C:25]([O:24][CH2:23][C:21]2[CH:20]=[CH:19][N:18]=[C:17]([NH:16][C:14]3[CH:13]=[N:12][CH:11]=[C:10]([CH2:8][CH3:9])[N:15]=3)[CH:22]=2)=[CH:26][CH:27]=1. Given the reactants C(O)(C(F)(F)F)=O.[CH2:8]([C:10]1[N:15]=[C:14]([NH:16][C:17]2[CH:22]=[C:21]([CH2:23][O:24][C:25]3[C:34]4[C:29](=[CH:30][CH:31]=[CH:32][CH:33]=4)[C:28]([NH:35]C(=O)OC(C)(C)C)=[CH:27][CH:26]=3)[CH:20]=[CH:19][N:18]=2)[CH:13]=[N:12][CH:11]=1)[CH3:9], predict the reaction product. (5) Given the reactants [Cl:1][C:2]1[CH:24]=[CH:23][C:5]2[N:6]=[C:7]([NH:9][C:10]3[N:14]([CH3:15])[C:13]4[CH:16]=[CH:17][C:18]([C:20](O)=[O:21])=[CH:19][C:12]=4[N:11]=3)[S:8][C:4]=2[CH:3]=1.[C:25]([O:29][C:30](=[O:35])[NH:31][CH2:32][CH2:33][NH2:34])([CH3:28])([CH3:27])[CH3:26].CN(C(ON1N=NC2C=CC=CC1=2)=[N+](C)C)C.F[P-](F)(F)(F)(F)F.CCN(C(C)C)C(C)C, predict the reaction product. The product is: [C:25]([O:29][C:30](=[O:35])[NH:31][CH2:32][CH2:33][NH:34][C:20]([C:18]1[CH:17]=[CH:16][C:13]2[N:14]([CH3:15])[C:10]([NH:9][C:7]3[S:8][C:4]4[CH:3]=[C:2]([Cl:1])[CH:24]=[CH:23][C:5]=4[N:6]=3)=[N:11][C:12]=2[CH:19]=1)=[O:21])([CH3:28])([CH3:26])[CH3:27]. (6) Given the reactants FC(F)(F)C([N:5]1[CH2:10][CH2:9][CH:8]([C:11]2[C:20]3[C:15](=[CH:16][C:17]([O:21][CH3:22])=[CH:18][CH:19]=3)[CH2:14][CH2:13][N:12]=2)[CH2:7][CH2:6]1)=O.C([O-])([O-])=O.[K+].[K+], predict the reaction product. The product is: [CH3:22][O:21][C:17]1[CH:16]=[C:15]2[C:20](=[CH:19][CH:18]=1)[C:11]([CH:8]1[CH2:9][CH2:10][NH:5][CH2:6][CH2:7]1)=[N:12][CH2:13][CH2:14]2.